Dataset: Catalyst prediction with 721,799 reactions and 888 catalyst types from USPTO. Task: Predict which catalyst facilitates the given reaction. Reactant: CS([C:5]1[N:10]=[C:9]([CH3:11])[C:8]([C:12]2[C:17]([F:18])=[CH:16][C:15]([F:19])=[CH:14][C:13]=2[F:20])=[C:7]([CH2:21][CH:22]([CH3:25])[CH2:23][CH3:24])[N:6]=1)(=O)=O.[C-:26]#[N:27].[K+]. Product: [C:26]([C:5]1[N:10]=[C:9]([CH3:11])[C:8]([C:12]2[C:17]([F:18])=[CH:16][C:15]([F:19])=[CH:14][C:13]=2[F:20])=[C:7]([CH2:21][CH:22]([CH3:25])[CH2:23][CH3:24])[N:6]=1)#[N:27]. The catalyst class is: 10.